From a dataset of Catalyst prediction with 721,799 reactions and 888 catalyst types from USPTO. Predict which catalyst facilitates the given reaction. (1) Reactant: [F:1][C:2]1[CH:7]=[C:6]([F:8])[CH:5]=[CH:4][C:3]=1[C:9](=[O:23])[CH2:10][C:11]1[CH:12]=[CH:13][C:14]2[N:15]([C:17]([CH:20]([CH3:22])[CH3:21])=[N:18][N:19]=2)[N:16]=1.CO[CH:26](OC)[N:27](C)C.C([O-])(=O)C.[K+].Cl.NO. Product: [F:1][C:2]1[CH:7]=[C:6]([F:8])[CH:5]=[CH:4][C:3]=1[C:9]1[O:23][N:27]=[CH:26][C:10]=1[C:11]1[CH:12]=[CH:13][C:14]2[N:15]([C:17]([CH:20]([CH3:21])[CH3:22])=[N:18][N:19]=2)[N:16]=1. The catalyst class is: 11. (2) Reactant: Cl.[CH:2]1([C:5]2[N:9]([CH2:10][C:11]3[C:16]([F:17])=[CH:15][C:14]([O:18][CH2:19][CH3:20])=[CH:13][C:12]=3[F:21])[N:8]=[C:7]([C:22](=[NH:24])[NH2:23])[C:6]=2[CH3:25])[CH2:4][CH2:3]1.[CH3:26][O:27][CH:28]([C:31]#[N:32])[C:29]#[N:30].C(N(CC)CC)C. Product: [CH:2]1([C:5]2[N:9]([CH2:10][C:11]3[C:16]([F:17])=[CH:15][C:14]([O:18][CH2:19][CH3:20])=[CH:13][C:12]=3[F:21])[N:8]=[C:7]([C:22]3[N:23]=[C:31]([NH2:32])[C:28]([O:27][CH3:26])=[C:29]([NH2:30])[N:24]=3)[C:6]=2[CH3:25])[CH2:4][CH2:3]1. The catalyst class is: 18. (3) Reactant: [CH3:1][C:2]1[C:3]([C:11]2[S:15][C:14]([C:16]([OH:18])=O)=[CH:13][CH:12]=2)=[N:4][O:5][C:6]=1[C:7]([F:10])([F:9])[F:8].NC1C=CN=CC=1Cl.C1COCC1.[N:32]12[CH2:40][CH2:39][CH2:38][C@H:37]1[CH2:36][NH:35][CH2:34][CH2:33]2. Product: [CH2:36]1[N:35]([C:16]([C:14]2[S:15][C:11]([C:3]3[C:2]([CH3:1])=[C:6]([C:7]([F:8])([F:9])[F:10])[O:5][N:4]=3)=[CH:12][CH:13]=2)=[O:18])[CH2:34][CH2:33][N:32]2[CH2:40][CH2:39][CH2:38][C@@H:37]12. The catalyst class is: 66. (4) Reactant: [CH3:1][S:2][C:3](=O)[NH:4][CH:5]([C:13]1[CH:18]=[CH:17][CH:16]=[C:15]([O:19][CH2:20][C:21]2[CH:26]=[CH:25][CH:24]=[CH:23][CH:22]=2)[CH:14]=1)[C:6]1[C:11]([Cl:12])=[N:10][CH:9]=[CH:8][N:7]=1.CN(C=O)C.O=P(Cl)(Cl)Cl. Product: [CH2:20]([O:19][C:15]1[CH:14]=[C:13]([C:5]2[N:4]=[C:3]([S:2][CH3:1])[N:7]3[CH:8]=[CH:9][N:10]=[C:11]([Cl:12])[C:6]=23)[CH:18]=[CH:17][CH:16]=1)[C:21]1[CH:26]=[CH:25][CH:24]=[CH:23][CH:22]=1. The catalyst class is: 23. (5) Reactant: [CH:1]1[C:13]2[CH:12]([CH2:14][O:15][C:16]([NH:18][C:19]3[CH:24]=[CH:23][CH:22]=[CH:21][C:20]=3[CH:25]3[CH2:30][CH2:29][N:28](C(OC(C)(C)C)=O)[CH2:27][CH2:26]3)=[O:17])[C:11]3[C:6](=[CH:7][CH:8]=[CH:9][CH:10]=3)[C:5]=2[CH:4]=[CH:3][CH:2]=1.[ClH:38]. Product: [ClH:38].[CH:10]1[C:11]2[CH:12]([CH2:14][O:15][C:16]([NH:18][C:19]3[CH:24]=[CH:23][CH:22]=[CH:21][C:20]=3[CH:25]3[CH2:26][CH2:27][NH:28][CH2:29][CH2:30]3)=[O:17])[C:13]3[C:5](=[CH:4][CH:3]=[CH:2][CH:1]=3)[C:6]=2[CH:7]=[CH:8][CH:9]=1. The catalyst class is: 25. (6) Reactant: [NH2:1][C:2](=[S:11])[C:3]([CH3:10])([CH3:9])[C:4]([O:6][CH2:7][CH3:8])=[O:5].Cl[CH2:13][C:14](=O)[CH3:15]. Product: [CH3:9][C:3]([C:2]1[S:11][CH:13]=[C:14]([CH3:15])[N:1]=1)([CH3:10])[C:4]([O:6][CH2:7][CH3:8])=[O:5]. The catalyst class is: 369.